Dataset: Catalyst prediction with 721,799 reactions and 888 catalyst types from USPTO. Task: Predict which catalyst facilitates the given reaction. (1) Reactant: [Br:1][C:2]1[C:7]([CH3:8])=[CH:6][C:5](Br)=[C:4]([CH3:10])[N:3]=1.C([Mg]Cl)(C)C.CN(C)[CH:18]=[O:19].O. Product: [Br:1][C:2]1[N:3]=[C:4]([CH3:10])[C:5]([CH:18]=[O:19])=[CH:6][C:7]=1[CH3:8]. The catalyst class is: 7. (2) Reactant: [Cl:1][C:2]1[CH:3]=[C:4]([N:9]2[CH2:14][CH2:13][NH:12][CH2:11][CH2:10]2)[CH:5]=[CH:6][C:7]=1[Cl:8].[N:15]([C:18]1[CH:27]=[CH:26][CH:25]=[C:24]2[C:19]=1[CH:20]=[CH:21][N:22]=[CH:23]2)=[C:16]=[O:17]. Product: [Cl:1][C:2]1[CH:3]=[C:4]([N:9]2[CH2:14][CH2:13][N:12]([C:16]([NH:15][C:18]3[CH:27]=[CH:26][CH:25]=[C:24]4[C:19]=3[CH:20]=[CH:21][N:22]=[CH:23]4)=[O:17])[CH2:11][CH2:10]2)[CH:5]=[CH:6][C:7]=1[Cl:8]. The catalyst class is: 27.